From a dataset of Forward reaction prediction with 1.9M reactions from USPTO patents (1976-2016). Predict the product of the given reaction. Given the reactants Cl.[Cl:2][C:3]1[S:7][C:6]([C:8]([CH:10]2[CH2:15][CH2:14][NH:13][CH2:12][CH2:11]2)=[O:9])=[CH:5][CH:4]=1.O=[CH:17][CH2:18][C@H:19]1[CH2:24][CH2:23][C@H:22]([NH:25][C:26](=[O:28])[CH3:27])[CH2:21][CH2:20]1, predict the reaction product. The product is: [Cl:2][C:3]1[S:7][C:6]([C:8]([CH:10]2[CH2:15][CH2:14][N:13]([CH2:17][CH2:18][C@H:19]3[CH2:24][CH2:23][C@H:22]([NH:25][C:26](=[O:28])[CH3:27])[CH2:21][CH2:20]3)[CH2:12][CH2:11]2)=[O:9])=[CH:5][CH:4]=1.